From a dataset of Full USPTO retrosynthesis dataset with 1.9M reactions from patents (1976-2016). Predict the reactants needed to synthesize the given product. (1) Given the product [C:19]([O-:25])(=[O:31])[CH3:20].[NH4+:9].[F:24][C:22]1[CH:21]=[CH:20][C:19]([O:25][CH3:26])=[C:18]([C:17]2[CH:16]=[CH:15][N:14]=[C:13]3[NH:27][C:10]([C:3]4[CH2:4][CH:5]5[N:9]([C:30]([NH:29][CH3:28])=[O:31])[CH:1]([CH2:8][CH2:7][CH2:6]5)[CH:2]=4)=[CH:11][C:12]=23)[CH:23]=1, predict the reactants needed to synthesize it. The reactants are: [CH:1]12[NH:9][CH:5]([CH2:6][CH2:7][CH2:8]1)[CH2:4][C:3]([C:10]1[NH:27][C:13]3=[N:14][CH:15]=[CH:16][C:17]([C:18]4[CH:23]=[C:22]([F:24])[CH:21]=[CH:20][C:19]=4[O:25][CH3:26])=[C:12]3[CH:11]=1)=[CH:2]2.[CH3:28][NH:29][C:30](=O)[O:31]N1C(=O)CCC1=O.C(N(CC)CC)C. (2) The reactants are: C([O-])(=O)C.[Na+].Br[CH:7](Br)[C:8]([C:10]([F:13])([F:12])[F:11])=[O:9].[F:15][C:16]1[C:29]([NH:30][NH2:31])=[CH:28][C:19]2[N:20]([CH2:25][C:26]#[CH:27])[C:21](=[O:24])[CH2:22][O:23][C:18]=2[CH:17]=1. Given the product [F:15][C:16]1[C:29]([NH:30][N:31]=[CH:7][C:8](=[O:9])[C:10]([F:13])([F:12])[F:11])=[CH:28][C:19]2[N:20]([CH2:25][C:26]#[CH:27])[C:21](=[O:24])[CH2:22][O:23][C:18]=2[CH:17]=1, predict the reactants needed to synthesize it. (3) The reactants are: [N:1]([C:4]1[CH:9]=[CH:8][CH:7]=[CH:6][CH:5]=1)=[C:2]=[O:3].[NH2:10][C@H:11]([C:32]1[CH:37]=[CH:36][CH:35]=[CH:34][CH:33]=1)[CH2:12][CH2:13][N:14]1[CH2:19][CH2:18][CH:17]([C:20]2[CH:21]=[C:22]([NH:26][C:27](=[O:31])[CH:28]([CH3:30])[CH3:29])[CH:23]=[CH:24][CH:25]=2)[CH2:16][CH2:15]1. Given the product [NH:1]([C:2]([NH:10][C@H:11]([C:32]1[CH:33]=[CH:34][CH:35]=[CH:36][CH:37]=1)[CH2:12][CH2:13][N:14]1[CH2:19][CH2:18][CH:17]([C:20]2[CH:21]=[C:22]([NH:26][C:27](=[O:31])[CH:28]([CH3:30])[CH3:29])[CH:23]=[CH:24][CH:25]=2)[CH2:16][CH2:15]1)=[O:3])[C:4]1[CH:9]=[CH:8][CH:7]=[CH:6][CH:5]=1, predict the reactants needed to synthesize it. (4) Given the product [NH2:21][C:16]1[CH:17]=[N:18][CH:19]=[CH:20][C:15]=1[CH:13]1[CH2:14][CH:9]([NH:8][C:33](=[O:34])[O:35][C:36]([CH3:37])([CH3:38])[CH3:39])[CH2:10][CH:11]([CH3:24])[O:12]1, predict the reactants needed to synthesize it. The reactants are: C([NH:8][CH:9]1[CH2:14][CH:13]([C:15]2[CH:20]=[CH:19][N:18]=[CH:17][C:16]=2[N+:21]([O-])=O)[O:12][CH:11]([CH3:24])[CH2:10]1)C1C=CC=CC=1.[C:33](O[C:33]([O:35][C:36]([CH3:39])([CH3:38])[CH3:37])=[O:34])([O:35][C:36]([CH3:39])([CH3:38])[CH3:37])=[O:34]. (5) Given the product [CH:13]1([C:2]2[CH:11]=[CH:10][C:5]([C:6]([O:8][CH3:9])=[O:7])=[C:4]([F:12])[CH:3]=2)[CH2:15][CH2:14]1, predict the reactants needed to synthesize it. The reactants are: Br[C:2]1[CH:11]=[CH:10][C:5]([C:6]([O:8][CH3:9])=[O:7])=[C:4]([F:12])[CH:3]=1.[CH:13]1([B-](F)(F)F)[CH2:15][CH2:14]1.[K+].C(=O)([O-])[O-].[Cs+].[Cs+].O. (6) Given the product [C:21]([C:17]1[CH:16]=[C:15]([C:14]2[NH:10][N:11]=[C:12]([C:23]3[CH:28]=[CH:27][C:26]([O:29][CH2:30][CH2:31][O:32][CH2:33][CH2:34][O:35][CH3:36])=[C:25]([C:37]#[N:38])[CH:24]=3)[N:13]=2)[CH:20]=[CH:19][N:18]=1)#[N:22], predict the reactants needed to synthesize it. The reactants are: C(OC[N:10]1[C:14]([C:15]2[CH:20]=[CH:19][N:18]=[C:17]([C:21]#[N:22])[CH:16]=2)=[N:13][C:12]([C:23]2[CH:28]=[CH:27][C:26]([O:29][CH2:30][CH2:31][O:32][CH2:33][CH2:34][O:35][CH3:36])=[C:25]([C:37]#[N:38])[CH:24]=2)=[N:11]1)C1C=CC=CC=1.C1(C)C=CC=CC=1.O.C1(C)C=CC(S(O)(=O)=O)=CC=1.